This data is from CYP2C19 inhibition data for predicting drug metabolism from PubChem BioAssay. The task is: Regression/Classification. Given a drug SMILES string, predict its absorption, distribution, metabolism, or excretion properties. Task type varies by dataset: regression for continuous measurements (e.g., permeability, clearance, half-life) or binary classification for categorical outcomes (e.g., BBB penetration, CYP inhibition). Dataset: cyp2c19_veith. (1) The molecule is Cc1ccccc1-c1cncnc1Nc1ccccc1. The result is 1 (inhibitor). (2) The compound is CCOc1nc(NC(C)C)nc(NC(C)C)n1. The result is 0 (non-inhibitor). (3) The result is 1 (inhibitor). The compound is COc1ccccc1CNc1ncncc1-c1ccoc1. (4) The drug is O=C1c2ccccc2-c2ccc(N(Cc3ccc(Br)cc3)Cc3ccc(Br)cc3)cc21. The result is 0 (non-inhibitor). (5) The molecule is COC(=O)N(C)c1ccccc1C(=O)N1CCOCC1. The result is 0 (non-inhibitor).